Task: Regression. Given a peptide amino acid sequence and an MHC pseudo amino acid sequence, predict their binding affinity value. This is MHC class II binding data.. Dataset: Peptide-MHC class II binding affinity with 134,281 pairs from IEDB The binding affinity (normalized) is 0.750. The MHC is DRB1_1302 with pseudo-sequence DRB1_1302. The peptide sequence is SQDLELSWNLNGLHAY.